From a dataset of Experimentally validated miRNA-target interactions with 360,000+ pairs, plus equal number of negative samples. Binary Classification. Given a miRNA mature sequence and a target amino acid sequence, predict their likelihood of interaction. (1) The miRNA is hsa-miR-4693-3p with sequence UGAGAGUGGAAUUCACAGUAUUU. The protein sequence of the target gene is MAGKAHRLSAEERDQLLPNLRAVGWNELEGRDAIFKQFHFKDFNRAFGFMTRVALQAEKLDHHPEWFNVYNKVHITLSTHECAGLSERDINLASFIEQVAVSMT. Result: 1 (interaction). (2) The miRNA is mmu-miR-3089-3p with sequence AGCAUCUGCUGAUCCUGAGCUGU. The protein sequence of the target gene is METILEQQRRYHEEKERLMDVMAKEMLTKKSTLRDQINSDHRTRAMQDRYMEVSGNLRDLYDDKDGLRKEELNAISGPNEFAEFYNRLKQIKEFHRKHPNEICVPMSVEFEELLKARENPSEEAQNLVEFTDEEGYGRYLDLHDCYLKYINLKASEKLDYITYLSIFDQLFDIPKERKNAEYKRYLEMLLEYLQDYTDRVKPLQDQNELFGKIQAEFEKKWENGTFPGWPKETSSALTHAGAHLDLSAFSSWEELASLGLDRLKSALLALGLKCGGTLEERAQRLFSTKGKSLESLDTSL.... Result: 0 (no interaction). (3) The miRNA is hsa-miR-8083 with sequence CAGGACUUGACGGCUGCAACU. The protein sequence of the target gene is MMQICDTYNQKHSLFNAMNRFIGAVNNMDQTVMVPSLLRDVPLSEPEIDEVSVEVGGSGGCLEERTTPAPSPGSANESFFAPSRDMYSHYVLLKSIRNDIEWGVLHQPSSPPAGSEESTWKPKDILVGLSHLESADAGEEDLEQQFHYHLRGLHTVLSKLTRKANILTNRYKQEIGFSNWGH. Result: 0 (no interaction). (4) The miRNA is rno-miR-146a-5p with sequence UGAGAACUGAAUUCCAUGGGUU. The protein sequence of the target gene is MTATEALLRVLLLLLAFGHSTYGAECFPACNPQNGFCEDDNVCRCQPGWQGPLCDQCVTSPGCLHGLCGEPGQCICTDGWDGELCDRDVRACSSAPCANNRTCVSLDDGLYECSCAPGYSGKDCQKKDGPCVINGSPCQHGGTCVDDEGRASHASCLCPPGFSGNFCEIVANSCTPNPCENDGVCTDIGGDFRCRCPAGFIDKTCSRPVTNCASSPCQNGGTCLQHTQVSYECLCKPEFTGLTCVKKRALSPQQVTRLPSGYGLAYRLTPGVHELPVQQPEHRILKVSMKELNKKTPLLT.... Result: 0 (no interaction). (5) The protein sequence of the target gene is MKGMSHEPKSPSLGMLSTATRTTATVNPLTPSPLNGALVPSGSPATSSALSAQAAPSSSFAAALRKLAKQAEEPRGSSLSSESSPVSSPATNHSSPASTPKRVPMGPIIVPPGGHSVPSTPPVVTIAPTKTVNGVWRSESRQDAGSRSSSGGRERLIVEPPLPQEKAGGPAIPSHLLSTPYPFGLSPSSVVQDSRFPPLNLQRPVHHVVPPSTVTEDYLRSFRPYHTTDDLRMSSLPPLGLDPATAAAYYHPSYLAPHPFPHPAFRMDDSYCLSALRSPFYPIPTPGSLPPLHPSAMHLH.... The miRNA is hsa-miR-27b-3p with sequence UUCACAGUGGCUAAGUUCUGC. Result: 1 (interaction). (6) The miRNA is hsa-miR-4707-5p with sequence GCCCCGGCGCGGGCGGGUUCUGG. The protein sequence of the target gene is MSASAQQLAEELQIFGLDCEEALIEKLVELCVQYGQNEEGMVGELIAFCTSTHKVGLTSEILNSFEHEFLSKRLSKARHSTCKDSGHAGARDIVSIQELIEVEEEEEILLNSYTTPSKGSQKRAISTPETPLTKRSVSTRSPHQLLSPSSFSPSATPSQKYNSRSNRGEVVTSFGLAQGVSWSGRGGAGNISLKVLGCPEALTGSYKSMFQKLPDIREVLTCKIEELGSELKEHYKIEAFTPLLAPAQEPVTLLGQIGCDSNGKLNNKSVILEGDREHSSGAQIPVDLSELKEYSLFPGQ.... Result: 0 (no interaction). (7) The miRNA is hsa-miR-3918 with sequence ACAGGGCCGCAGAUGGAGACU. The protein sequence of the target gene is MGDNPFQPKSNSKMAELFMECEEEELEPWQKKVKEVEDDDDDEPIFVGEISSSKPAISNILNRVNPSSYSRGLKNGALSRGITAAFKPTSQHYTNPTSNPVPASPINFHPESRSSDSSVIVQPFSKPGYITNSSRVVSNKSSELLFDLTQDTGLSHYQGGPTLSMAGMSESSFLSKRPSTSEVNNVNPKKPKPSESVSGANSSAVLPSVKSPSVTSSQAMLAKGTNTSSNQSKNGTPFPRACPKCNIHFNLLDPLKNHMKYCCPDMINNFLGLAKTEFSSTVNKNTTIDSEKGKLIMLVN.... Result: 0 (no interaction).